Dataset: Forward reaction prediction with 1.9M reactions from USPTO patents (1976-2016). Task: Predict the product of the given reaction. (1) Given the reactants [F:1][C:2]1[CH:10]=[C:9]2[C:5]([CH2:6][CH2:7][N:8]2[CH:11]2[CH2:16][CH2:15][NH:14][CH2:13][CH2:12]2)=[CH:4][CH:3]=1.Cl[C:18]1[N:23]=[N:22][C:21]([N:24]2[CH:28]=[C:27]([CH2:29][OH:30])[N:26]=[CH:25]2)=[CH:20][CH:19]=1.CCN(C(C)C)C(C)C.O, predict the reaction product. The product is: [F:1][C:2]1[CH:10]=[C:9]2[C:5]([CH2:6][CH2:7][N:8]2[CH:11]2[CH2:16][CH2:15][N:14]([C:18]3[N:23]=[N:22][C:21]([N:24]4[CH:28]=[C:27]([CH2:29][OH:30])[N:26]=[CH:25]4)=[CH:20][CH:19]=3)[CH2:13][CH2:12]2)=[CH:4][CH:3]=1. (2) Given the reactants Br.Br[CH2:3][C:4]1[CH:5]=[N:6][CH:7]=[CH:8][CH:9]=1.BrCC1CCCCO1.[NH:18]1[C:26]2[C:21](=[CH:22][CH:23]=[CH:24][CH:25]=2)[C:20]2([C:37]3[C:33]4=[N:34][O:35][N:36]=[C:32]4[CH:31]=[CH:30][C:29]=3[O:28][CH2:27]2)[C:19]1=[O:38], predict the reaction product. The product is: [N:6]1[CH:7]=[CH:8][CH:9]=[C:4]([CH2:3][N:34]2[C:33]3[C:37]4[C:20]5([C:21]6[C:26](=[CH:25][CH:24]=[CH:23][CH:22]=6)[NH:18][C:19]5=[O:38])[CH2:27][O:28][C:29]=4[CH:30]=[CH:31][C:32]=3[NH:36][O:35]2)[CH:5]=1. (3) The product is: [CH3:21][O:20][C:17]1[CH:18]=[C:19]2[C:14]([N:13]=[CH:12][C:11](=[O:22])[N:10]2[CH2:9][CH2:8][N:5]2[CH2:4][CH2:3][CH:2]([NH:1][CH2:33][C:24]3[CH:25]=[CH:26][C:27]4[C:32](=[CH:31][CH:30]=[CH:29][CH:28]=4)[CH:23]=3)[CH2:7][CH2:6]2)=[CH:15][CH:16]=1. Given the reactants [NH2:1][CH:2]1[CH2:7][CH2:6][N:5]([CH2:8][CH2:9][N:10]2[C:19]3[C:14](=[CH:15][CH:16]=[C:17]([O:20][CH3:21])[CH:18]=3)[N:13]=[CH:12][C:11]2=[O:22])[CH2:4][CH2:3]1.[CH:23]1[C:32]2[C:27](=[CH:28][CH:29]=[CH:30][CH:31]=2)[CH:26]=[CH:25][C:24]=1[CH:33]=O.C(O[BH-](OC(=O)C)OC(=O)C)(=O)C.[Na+].C(=O)([O-])O.[Na+], predict the reaction product. (4) Given the reactants [S:1]1[C:5]2[CH:6]=[CH:7][CH:8]=[CH:9][C:4]=2[C:3]([N:10]2[CH2:15][CH2:14][N:13]([CH2:16][CH2:17][CH2:18][C:19]3[CH:24]=[CH:23][C:22]([NH2:25])=[CH:21][CH:20]=3)[CH2:12][CH2:11]2)=[N:2]1.[F:26][C:27]1[CH:32]=[CH:31][CH:30]=[CH:29][C:28]=1[S:33](Cl)(=[O:35])=[O:34], predict the reaction product. The product is: [S:1]1[C:5]2[CH:6]=[CH:7][CH:8]=[CH:9][C:4]=2[C:3]([N:10]2[CH2:11][CH2:12][N:13]([CH2:16][CH2:17][CH2:18][C:19]3[CH:20]=[CH:21][C:22]([NH:25][S:33]([C:28]4[CH:29]=[CH:30][CH:31]=[CH:32][C:27]=4[F:26])(=[O:35])=[O:34])=[CH:23][CH:24]=3)[CH2:14][CH2:15]2)=[N:2]1. (5) Given the reactants [CH3:1][C:2]1[CH:7]=[CH:6][CH:5]=[C:4]([CH3:8])[C:3]=1[NH:9][C:10](=[O:42])[CH2:11][N:12]1[CH2:17][CH2:16][N:15]([CH2:18][CH:19]([OH:41])[CH2:20][O:21][C:22]2[CH:23]=[CH:24][C:25]3[O:29][C:28]([C:30]4[CH:35]=[CH:34][CH:33]=[C:32](C(F)(F)F)[CH:31]=4)=[N:27][C:26]=3[CH:40]=2)[CH2:14][CH2:13]1.O1CC1COC1C=CC2OC(C3C=CC=CC=3)=NC=2C=1, predict the reaction product. The product is: [CH3:1][C:2]1[CH:7]=[CH:6][CH:5]=[C:4]([CH3:8])[C:3]=1[NH:9][C:10](=[O:42])[CH2:11][N:12]1[CH2:17][CH2:16][N:15]([CH2:18][CH:19]([OH:41])[CH2:20][O:21][C:22]2[CH:23]=[CH:24][C:25]3[O:29][C:28]([C:30]4[CH:31]=[CH:32][CH:33]=[CH:34][CH:35]=4)=[N:27][C:26]=3[CH:40]=2)[CH2:14][CH2:13]1. (6) The product is: [O:18]1[CH2:19][CH2:20][CH2:21][CH2:22][CH:17]1[O:16][CH2:15][CH2:14][CH2:13][O:1][C:2]1[CH:9]=[CH:8][C:5]([CH:6]=[O:7])=[CH:4][C:3]=1[O:10][CH3:11]. Given the reactants [OH:1][C:2]1[CH:9]=[CH:8][C:5]([CH:6]=[O:7])=[CH:4][C:3]=1[O:10][CH3:11].Br[CH2:13][CH2:14][CH2:15][O:16][CH:17]1[CH2:22][CH2:21][CH2:20][CH2:19][O:18]1, predict the reaction product. (7) Given the reactants [Br:1][C:2]1[CH:11]=[C:10]2[C:5]([N:6]=[CH:7][C:8]([NH:12][NH2:13])=[N:9]2)=[CH:4][CH:3]=1.[C:14]([O:18][C:19]([N:21]1[CH2:26][CH2:25][CH:24]([C:27](O)=[O:28])[CH2:23][CH2:22]1)=[O:20])([CH3:17])([CH3:16])[CH3:15].CCN=C=NCCCN(C)C.C1C=CC2N(O)N=NC=2C=1, predict the reaction product. The product is: [Br:1][C:2]1[CH:11]=[C:10]2[C:5]([N:6]=[CH:7][C:8]([NH:12][NH:13][C:27]([CH:24]3[CH2:25][CH2:26][N:21]([C:19]([O:18][C:14]([CH3:17])([CH3:16])[CH3:15])=[O:20])[CH2:22][CH2:23]3)=[O:28])=[N:9]2)=[CH:4][CH:3]=1.